From a dataset of Forward reaction prediction with 1.9M reactions from USPTO patents (1976-2016). Predict the product of the given reaction. (1) Given the reactants Br[C:2]1[CH:10]=[CH:9][CH:8]=[C:7]([Cl:11])[C:3]=1[C:4]([O-:6])=[O:5].[CH3:12][C:13]1(C)C(C)(C)OB(C=C)O1.[C:23]([O-])([O-])=O.[K+].[K+].O1CCOCC1, predict the reaction product. The product is: [Cl:11][C:7]1[CH:8]=[CH:9][CH:10]=[C:2]([CH:12]=[CH2:13])[C:3]=1[C:4]([O:6][CH3:23])=[O:5]. (2) Given the reactants [CH3:1][N:2]1[C:10]2[C:5](=[C:6]([O:15][CH3:16])[C:7]([O:13][CH3:14])=[C:8]([O:11][CH3:12])[CH:9]=2)[CH:4]=[C:3]1[C:17]([OH:19])=O.[NH:20]1[CH2:25][CH2:24][NH:23][CH2:22][CH2:21]1, predict the reaction product. The product is: [CH3:1][N:2]1[C:10]2[C:5](=[C:6]([O:15][CH3:16])[C:7]([O:13][CH3:14])=[C:8]([O:11][CH3:12])[CH:9]=2)[CH:4]=[C:3]1[C:17]([N:20]1[CH2:25][CH2:24][N:23]([C:17]([C:3]2[N:2]([CH3:1])[C:10]3[C:5]([CH:4]=2)=[C:6]([O:15][CH3:16])[C:7]([O:13][CH3:14])=[C:8]([O:11][CH3:12])[CH:9]=3)=[O:19])[CH2:22][CH2:21]1)=[O:19]. (3) Given the reactants [H-].[Na+].[CH2:3]([OH:6])[CH2:4][OH:5].F[C:8]1[CH:17]=[C:16]2[C:11]([C:12]([OH:18])=[N:13][CH:14]=[N:15]2)=[CH:10][CH:9]=1, predict the reaction product. The product is: [OH:5][CH2:4][CH2:3][O:6][C:8]1[CH:17]=[C:16]2[C:11]([C:12]([OH:18])=[N:13][CH:14]=[N:15]2)=[CH:10][CH:9]=1. (4) Given the reactants [C:1]1([CH3:22])[CH:6]=[CH:5][C:4]([S:7]([NH:10][C@@H:11]([C:19]([OH:21])=[O:20])[CH2:12][C:13]2[CH:18]=[CH:17][CH:16]=[CH:15][CH:14]=2)(=[O:9])=[O:8])=[CH:3][CH:2]=1, predict the reaction product. The product is: [C:1]1([CH3:22])[CH:2]=[CH:3][C:4]([S:7]([NH:10][C@H:11]([C:19]([OH:21])=[O:20])[CH2:12][C:13]2[CH:18]=[CH:17][CH:16]=[CH:15][CH:14]=2)(=[O:9])=[O:8])=[CH:5][CH:6]=1. (5) Given the reactants [CH:1]1([C:6](Cl)=[O:7])[CH2:5][CH2:4][CH2:3][CH2:2]1.[CH2:9]([O:11][C:12]([C:14]1([CH2:19][O:20][C:21]2[CH:26]=[CH:25][C:24]([C:27]3[CH:32]=[CH:31][C:30]([F:33])=[CH:29][CH:28]=3)=[CH:23][CH:22]=2)[CH2:18][CH2:17][NH:16][CH2:15]1)=[O:13])[CH3:10], predict the reaction product. The product is: [CH2:9]([O:11][C:12]([C:14]1([CH2:19][O:20][C:21]2[CH:26]=[CH:25][C:24]([C:27]3[CH:28]=[CH:29][C:30]([F:33])=[CH:31][CH:32]=3)=[CH:23][CH:22]=2)[CH2:18][CH2:17][N:16]([C:6]([CH:1]2[CH2:5][CH2:4][CH2:3][CH2:2]2)=[O:7])[CH2:15]1)=[O:13])[CH3:10]. (6) Given the reactants CC([CH:5]1[CH:9]([C:10]2[C:18]3[C:13](=[C:14]([C:25]([NH2:27])=[O:26])[CH:15]=[C:16]([C:19]4[CH:24]=[CH:23][CH:22]=[CH:21][CH:20]=4)[CH:17]=3)[NH:12][CH:11]=2)[CH2:8][CH2:7][N:6]1C([O-])=O)(C)C.[CH2:31]([S:33](Cl)(=[O:35])=[O:34])[CH3:32].C(N(CC)CC)C, predict the reaction product. The product is: [CH2:31]([S:33]([N:6]1[CH2:7][CH2:8][CH:9]([C:10]2[C:18]3[C:13](=[C:14]([C:25]([NH2:27])=[O:26])[CH:15]=[C:16]([C:19]4[CH:24]=[CH:23][CH:22]=[CH:21][CH:20]=4)[CH:17]=3)[NH:12][CH:11]=2)[CH2:5]1)(=[O:35])=[O:34])[CH3:32]. (7) Given the reactants [Na].[F:2][CH:3]([F:14])[C:4]1[C:8]([C:9](F)=[O:10])=[C:7]([F:12])[N:6]([CH3:13])[N:5]=1.Cl.S1(=O)(=[O:21])CCCC1, predict the reaction product. The product is: [F:12][C:7]1[N:6]([CH3:13])[N:5]=[C:4]([CH:3]([F:14])[F:2])[C:8]=1[C:9]([OH:21])=[O:10]. (8) Given the reactants [Cl:1][C:2]1[CH:16]=[CH:15][CH:14]=[CH:13][C:3]=1[O:4][CH2:5][C:6]([C:11]#[N:12])([CH3:10])[C:7]([OH:9])=[O:8].F[P-](F)(F)(F)(F)F.N1([O:33][P+](N2CCCC2)(N2CCCC2)N2CCCC2)C2C=CC=CC=2N=N1.CCN(C(C)C)C(C)C.[F:59][C:60]([F:70])([F:69])[C:61]1[CH:68]=[CH:67][C:64]([CH2:65][NH2:66])=[CH:63][CH:62]=1, predict the reaction product. The product is: [Cl:1][C:2]1[CH:16]=[CH:15][CH:14]=[CH:13][C:3]=1[O:4][CH2:5][C:6]([C:11]#[N:12])([CH3:10])[C:7]([OH:9])=[O:8].[F:59][C:60]([F:69])([F:70])[C:61]1[CH:68]=[CH:67][C:64]([C:65]([NH2:66])=[O:33])=[CH:63][CH:62]=1. (9) The product is: [CH2:1]([C:3]1[CH:4]=[C:5]([C:6]2[O:7][N:49]=[C:47]([CH3:48])[N:46]=2)[CH:9]=[CH:10][C:11]=1[N:12]([CH3:23])[C:13]1[CH:14]=[C:15]2[N:21]([CH3:22])[CH:20]=[N:19][C:16]2=[CH:17][N:18]=1)[CH3:2]. Given the reactants [CH2:1]([C:3]1[CH:4]=[C:5]([CH:9]=[CH:10][C:11]=1[N:12]([CH3:23])[C:13]1[N:18]=[CH:17][C:16]2[N:19]=[CH:20][N:21]([CH3:22])[C:15]=2[CH:14]=1)[C:6]([O-])=[O:7])[CH3:2].[Na+].Cl.CN(C)CCCN=C=NCC.OC1C=CC=C[N+]=1[O-].O[N:46]=[C:47]([NH2:49])[CH3:48], predict the reaction product. (10) Given the reactants [CH3:1][O:2][C:3](=[O:12])[CH2:4][CH:5]1[CH2:10][CH2:9][CH2:8][C:7](=[O:11])[CH2:6]1.C(O)C.[BH4-].[Na+], predict the reaction product. The product is: [CH3:1][O:2][C:3](=[O:12])[CH2:4][CH:5]1[CH2:10][CH2:9][CH2:8][CH:7]([OH:11])[CH2:6]1.